This data is from Full USPTO retrosynthesis dataset with 1.9M reactions from patents (1976-2016). The task is: Predict the reactants needed to synthesize the given product. Given the product [Cl:23][C:24]1[CH:29]=[C:28]([Cl:30])[CH:27]=[CH:26][C:25]=1[C:31]1[N:34]=[C:11]([CH2:10][N:9]([CH2:14][C:15]([F:18])([F:16])[F:17])[C:6]2[CH:7]=[CH:8][C:3]([C:1]#[N:2])=[C:4]([C:19]([F:22])([F:21])[F:20])[CH:5]=2)[O:13][N:32]=1, predict the reactants needed to synthesize it. The reactants are: [C:1]([C:3]1[CH:8]=[CH:7][C:6]([N:9]([CH2:14][C:15]([F:18])([F:17])[F:16])[CH2:10][C:11]([OH:13])=O)=[CH:5][C:4]=1[C:19]([F:22])([F:21])[F:20])#[N:2].[Cl:23][C:24]1[CH:29]=[C:28]([Cl:30])[CH:27]=[CH:26][C:25]=1[C:31](=[NH:34])[NH:32]O.